This data is from Reaction yield outcomes from USPTO patents with 853,638 reactions. The task is: Predict the reaction yield, written as a fraction of the theoretical maximum amount of product (1.0 means a 100% yield; for example, 0.34 means a 34% yield). (1) The reactants are [C:1]1([C:7](=[O:19])[CH2:8][CH2:9][CH2:10][C:11]([C:13]2[CH:18]=[CH:17][CH:16]=[CH:15][CH:14]=2)=[O:12])[CH:6]=[CH:5][CH:4]=[CH:3][CH:2]=1.[H-].[H-].[H-].[H-].[Li+].[Al+3].O1CCCC1.O. The catalyst is C(OCC)(=O)C. The product is [C:13]1([CH:11]([OH:12])[CH2:10][CH2:9][CH2:8][CH:7]([C:1]2[CH:6]=[CH:5][CH:4]=[CH:3][CH:2]=2)[OH:19])[CH:14]=[CH:15][CH:16]=[CH:17][CH:18]=1. The yield is 0.850. (2) The reactants are [NH:1]([C:3]1[CH:8]=[CH:7][C:6]([C:9]2[CH:14]=[CH:13][C:12]([O:15][CH3:16])=[CH:11][CH:10]=2)=[CH:5][N:4]=1)[NH2:2].[Cl:17][C:18]1[CH:26]=[CH:25][C:21]([C:22](O)=[O:23])=[C:20]([O:27][CH3:28])[CH:19]=1.F[P-](F)(F)(F)(F)F.N1(O[P+](N(C)C)(N(C)C)N(C)C)C2C=CC=CC=2N=N1.CN1CCOCC1. The catalyst is C(Cl)Cl. The product is [Cl:17][C:18]1[CH:26]=[CH:25][C:21]([C:22]([NH:2][NH:1][C:3]2[CH:8]=[CH:7][C:6]([C:9]3[CH:14]=[CH:13][C:12]([O:15][CH3:16])=[CH:11][CH:10]=3)=[CH:5][N:4]=2)=[O:23])=[C:20]([O:27][CH3:28])[CH:19]=1. The yield is 0.812. (3) The product is [CH3:1][O:2][C:3]1[CH:8]=[C:7]([N+:9]([O-:11])=[O:10])[CH:6]=[CH:5][C:4]=1[O:12][CH2:27][O:26][CH2:25][CH2:24][Si:23]([CH3:30])([CH3:29])[CH3:22]. The catalyst is C(Cl)Cl. The reactants are [CH3:1][O:2][C:3]1[CH:8]=[C:7]([N+:9]([O-:11])=[O:10])[CH:6]=[CH:5][C:4]=1[OH:12].C(N(CC)C(C)C)(C)C.[CH3:22][Si:23]([CH3:30])([CH3:29])[CH2:24][CH2:25][O:26][CH2:27]Cl. The yield is 0.990. (4) The reactants are CN(C=O)C.[CH:6]1([CH2:9][CH2:10][O:11][C:12]2[CH:20]=[CH:19][C:15]([C:16]([OH:18])=O)=[CH:14][CH:13]=2)[CH2:8][CH2:7]1.[NH2:21][CH2:22][C:23]([OH:25])=[O:24].C(N(CC)CC)C. The catalyst is C1COCC1.C(Cl)Cl. The product is [CH:6]1([CH2:9][CH2:10][O:11][C:12]2[CH:13]=[CH:14][C:15]([C:16]([NH:21][CH2:22][C:23]([OH:25])=[O:24])=[O:18])=[CH:19][CH:20]=2)[CH2:7][CH2:8]1. The yield is 0.970.